This data is from Forward reaction prediction with 1.9M reactions from USPTO patents (1976-2016). The task is: Predict the product of the given reaction. Given the reactants [F:1][C:2]1[C:7]2[C:8]([C:18](=[O:21])[NH:19][CH3:20])=[C:9]([C:11]3[CH:16]=[CH:15][C:14]([F:17])=[CH:13][CH:12]=3)[O:10][C:6]=2[CH:5]=[CH:4][C:3]=1[C:22]1[C:23]([CH3:33])=[CH:24][C:25]([O:31][CH3:32])=[C:26]([CH:30]=1)[C:27](O)=[O:28].Cl.[NH2:35][C:36]1([C:47]2[N:52]=[CH:51][CH:50]=[CH:49][N:48]=2)[CH2:39][N:38]([C:40]([O:42][C:43]([CH3:46])([CH3:45])[CH3:44])=[O:41])[CH2:37]1.C1CN([P+](ON2N=NC3C=CC=CC2=3)(N2CCCC2)N2CCCC2)CC1.F[P-](F)(F)(F)(F)F.C(N(CC)CC)C, predict the reaction product. The product is: [F:1][C:2]1[C:7]2[C:8]([C:18](=[O:21])[NH:19][CH3:20])=[C:9]([C:11]3[CH:16]=[CH:15][C:14]([F:17])=[CH:13][CH:12]=3)[O:10][C:6]=2[CH:5]=[CH:4][C:3]=1[C:22]1[C:23]([CH3:33])=[CH:24][C:25]([O:31][CH3:32])=[C:26]([CH:30]=1)[C:27]([NH:35][C:36]1([C:47]2[N:48]=[CH:49][CH:50]=[CH:51][N:52]=2)[CH2:37][N:38]([C:40]([O:42][C:43]([CH3:46])([CH3:45])[CH3:44])=[O:41])[CH2:39]1)=[O:28].